This data is from Full USPTO retrosynthesis dataset with 1.9M reactions from patents (1976-2016). The task is: Predict the reactants needed to synthesize the given product. (1) The reactants are: [Cl:1][C:2]1[C:7]([CH3:8])=[CH:6][C:5]([S:9]([NH:12][C:13]2[CH:14]=[C:15]([C:19]3[CH:24]=[C:23]([CH3:25])[C:22]([C:26](O)=[O:27])=[C:21]([CH3:29])[CH:20]=3)[CH:16]=[CH:17][CH:18]=2)(=[O:11])=[O:10])=[C:4]([CH3:30])[CH:3]=1.S(Cl)(Cl)=O.Cl.[CH3:36][O:37][C:38](=[O:43])[C@H:39]([NH2:42])[CH2:40][OH:41].CCN(C(C)C)C(C)C. Given the product [CH3:36][O:37][C:38](=[O:43])[C@H:39]([NH:42][C:26]([C:22]1[C:23]([CH3:25])=[CH:24][C:19]([C:15]2[CH:16]=[CH:17][CH:18]=[C:13]([NH:12][S:9]([C:5]3[CH:6]=[C:7]([CH3:8])[C:2]([Cl:1])=[CH:3][C:4]=3[CH3:30])(=[O:11])=[O:10])[CH:14]=2)=[CH:20][C:21]=1[CH3:29])=[O:27])[CH2:40][OH:41], predict the reactants needed to synthesize it. (2) Given the product [Cl-:1].[C:42]([O:2][CH:3]([CH2:26][O:27][C:36](=[O:39])[CH3:37])[CH2:4][NH:5][C:6](=[O:25])[C:7]1[C:15]([I:16])=[C:14]([NH:17][C:18](=[O:22])[CH2:19][O:20][CH3:21])[C:13]([I:23])=[C:9]([C:10]([OH:12])=[O:11])[C:8]=1[I:24])(=[O:44])[CH3:43], predict the reactants needed to synthesize it. The reactants are: [Cl-:1].[OH:2][CH:3]([CH2:26][OH:27])[CH2:4][NH:5][C:6](=[O:25])[C:7]1[C:15]([I:16])=[C:14]([NH:17][C:18](=[O:22])[CH2:19][O:20][CH3:21])[C:13]([I:23])=[C:9]([C:10]([OH:12])=[O:11])[C:8]=1[I:24].S(=O)(=O)(O)O.O.O.O.[C:36]([O-:39])(=O)[CH3:37].[Na+].O.[C:42](O)(=[O:44])[CH3:43]. (3) Given the product [F:28][C:27]([F:30])([F:29])[S:24]([O:14][C:12]1[N:13]=[C:9]([C:5]2[CH:6]=[CH:7][CH:8]=[C:3]([O:2][CH3:1])[CH:4]=2)[O:10][CH:11]=1)(=[O:25])=[O:23], predict the reactants needed to synthesize it. The reactants are: [CH3:1][O:2][C:3]1[CH:4]=[C:5]([C:9]2[O:10][CH2:11][C:12](=[O:14])[N:13]=2)[CH:6]=[CH:7][CH:8]=1.N1C(C)=CC=CC=1C.[O:23](S(C(F)(F)F)(=O)=O)[S:24]([C:27]([F:30])([F:29])[F:28])(=O)=[O:25]. (4) Given the product [Br:1][C:2]1[C:3]([O:16][CH2:15][CH2:14][N:13]([CH3:17])[CH3:12])=[N:4][CH:5]=[C:6]([N+:8]([O-:10])=[O:9])[CH:7]=1, predict the reactants needed to synthesize it. The reactants are: [Br:1][C:2]1[C:3](Cl)=[N:4][CH:5]=[C:6]([N+:8]([O-:10])=[O:9])[CH:7]=1.[CH3:12][N:13]([CH3:17])[CH2:14][CH2:15][OH:16].C(=O)([O-])[O-].[K+].[K+].